This data is from Reaction yield outcomes from USPTO patents with 853,638 reactions. The task is: Predict the reaction yield, written as a fraction of the theoretical maximum amount of product (1.0 means a 100% yield; for example, 0.34 means a 34% yield). (1) The reactants are [F:1][C:2]([F:21])([C:14]1[CH:19]=[CH:18][C:17]([F:20])=[CH:16][CH:15]=1)[C:3]1[N:4]=[C:5](O)[C:6]2[C:7](=[N:9][N:10]([CH3:12])[CH:11]=2)[N:8]=1.P(Cl)(Cl)([Cl:24])=O. No catalyst specified. The product is [Cl:24][C:5]1[C:6]2[C:7](=[N:9][N:10]([CH3:12])[CH:11]=2)[N:8]=[C:3]([C:2]([F:21])([F:1])[C:14]2[CH:19]=[CH:18][C:17]([F:20])=[CH:16][CH:15]=2)[N:4]=1. The yield is 0.940. (2) The yield is 0.810. The catalyst is C1COCC1. The product is [O:11]1[CH2:12][CH2:13][CH2:14][CH2:15][CH:10]1[O:9][CH2:8][CH2:7][N:5]1[CH:6]=[C:2]([B:23]2[O:27][C:26]([CH3:29])([CH3:28])[C:25]([CH3:31])([CH3:30])[O:24]2)[CH:3]=[N:4]1. The reactants are I[C:2]1[CH:3]=[N:4][N:5]([CH2:7][CH2:8][O:9][CH:10]2[CH2:15][CH2:14][CH2:13][CH2:12][O:11]2)[CH:6]=1.C([Mg]Cl)(C)C.CO[B:23]1[O:27][C:26]([CH3:29])([CH3:28])[C:25]([CH3:31])([CH3:30])[O:24]1.[Cl-].[NH4+]. (3) The reactants are CC([O-])(C)C.[K+].CC1C=CC(S([CH2:17][N+:18]#[C-])(=O)=O)=CC=1.[F:20][C:21]1[CH:22]=[C:23]([CH:26]=[CH:27][C:28]=1[O:29][CH3:30])[CH:24]=O.CO. The catalyst is C1COCC1.O. The product is [F:20][C:21]1[CH:22]=[C:23]([CH2:24][C:17]#[N:18])[CH:26]=[CH:27][C:28]=1[O:29][CH3:30]. The yield is 0.580. (4) The reactants are [N:1]([CH2:4][C:5]([NH:7][C@H:8]1[C@@H:14]([OH:15])[C@H:13]([OH:16])[C@@H:12]([CH2:17][OH:18])[O:11][CH:9]1[OH:10])=[O:6])=[N+:2]=[N-:3].C(O[C:23](=[O:25])[CH3:24])(=O)C. The catalyst is N1C=CC=CC=1.CN(C1C=CN=CC=1)C.C(Cl)Cl. The product is [C:5]([O:10][CH:9]1[O:11][C@H:12]([CH2:17][O:18][C:23](=[O:25])[CH3:24])[C@@H:13]([O:16][C:12](=[O:11])[CH3:13])[C@H:14]([O:15][C:9](=[O:10])[CH3:8])[C@@H:8]1[NH:7][C:5](=[O:6])[CH2:4][N:1]=[N+:2]=[N-:3])(=[O:6])[CH3:4]. The yield is 0.950. (5) The reactants are Br[C:2]1[CH:7]=[C:6]([F:8])[CH:5]=[C:4]([F:9])[CH:3]=1.[C:10]1(=[O:14])[CH2:13][CH2:12][CH2:11]1. The catalyst is C1COCC1. The product is [F:9][C:4]1[CH:3]=[C:2]([C:10]2([OH:14])[CH2:13][CH2:12][CH2:11]2)[CH:7]=[C:6]([F:8])[CH:5]=1. The yield is 0.540. (6) The reactants are [N+:1]([C:4]1[CH:9]=[CH:8][C:7]([CH2:10][C:11](O)=O)=[CH:6][CH:5]=1)([O-:3])=[O:2].[Cl:14][C:15]1[CH:16]=[C:17]([CH:20]=[CH:21][C:22]=1[Cl:23])C=O. The catalyst is N1CCCCC1. The product is [Cl:14][C:15]1[CH:16]=[CH:17][C:20]([CH:11]=[CH:10][C:7]2[CH:8]=[CH:9][C:4]([N+:1]([O-:3])=[O:2])=[CH:5][CH:6]=2)=[CH:21][C:22]=1[Cl:23]. The yield is 0.270.